From a dataset of NCI-60 drug combinations with 297,098 pairs across 59 cell lines. Regression. Given two drug SMILES strings and cell line genomic features, predict the synergy score measuring deviation from expected non-interaction effect. (1) Drug 1: CNC(=O)C1=NC=CC(=C1)OC2=CC=C(C=C2)NC(=O)NC3=CC(=C(C=C3)Cl)C(F)(F)F. Drug 2: CCC1(CC2CC(C3=C(CCN(C2)C1)C4=CC=CC=C4N3)(C5=C(C=C6C(=C5)C78CCN9C7C(C=CC9)(C(C(C8N6C)(C(=O)OC)O)OC(=O)C)CC)OC)C(=O)OC)O.OS(=O)(=O)O. Cell line: HS 578T. Synergy scores: CSS=-4.00, Synergy_ZIP=11.0, Synergy_Bliss=9.34, Synergy_Loewe=6.24, Synergy_HSA=5.53. (2) Drug 1: CC(CN1CC(=O)NC(=O)C1)N2CC(=O)NC(=O)C2. Drug 2: C1=CN(C(=O)N=C1N)C2C(C(C(O2)CO)O)O.Cl. Cell line: MALME-3M. Synergy scores: CSS=36.6, Synergy_ZIP=-7.85, Synergy_Bliss=-2.62, Synergy_Loewe=-31.4, Synergy_HSA=-0.0464. (3) Drug 1: CC1C(C(CC(O1)OC2CC(CC3=C2C(=C4C(=C3O)C(=O)C5=C(C4=O)C(=CC=C5)OC)O)(C(=O)C)O)N)O.Cl. Drug 2: C1CN(P(=O)(OC1)NCCCl)CCCl. Cell line: CCRF-CEM. Synergy scores: CSS=18.5, Synergy_ZIP=-3.39, Synergy_Bliss=-5.67, Synergy_Loewe=-38.6, Synergy_HSA=-5.01. (4) Drug 1: CN(C)C1=NC(=NC(=N1)N(C)C)N(C)C. Drug 2: C1C(C(OC1N2C=NC3=C(N=C(N=C32)Cl)N)CO)O. Cell line: HOP-92. Synergy scores: CSS=23.5, Synergy_ZIP=-6.64, Synergy_Bliss=0.354, Synergy_Loewe=-78.6, Synergy_HSA=-0.267. (5) Drug 1: C1=NC(=NC(=O)N1C2C(C(C(O2)CO)O)O)N. Drug 2: CS(=O)(=O)CCNCC1=CC=C(O1)C2=CC3=C(C=C2)N=CN=C3NC4=CC(=C(C=C4)OCC5=CC(=CC=C5)F)Cl. Cell line: NCI/ADR-RES. Synergy scores: CSS=10.6, Synergy_ZIP=-3.43, Synergy_Bliss=2.00, Synergy_Loewe=-2.58, Synergy_HSA=0.138. (6) Drug 1: C1CC(C1)(C(=O)O)C(=O)O.[NH2-].[NH2-].[Pt+2]. Drug 2: C1CN(CCN1C(=O)CCBr)C(=O)CCBr. Cell line: 786-0. Synergy scores: CSS=21.9, Synergy_ZIP=-6.40, Synergy_Bliss=4.10, Synergy_Loewe=-2.16, Synergy_HSA=0.980. (7) Drug 1: C1=NC2=C(N1)C(=S)N=C(N2)N. Drug 2: CCCCCOC(=O)NC1=NC(=O)N(C=C1F)C2C(C(C(O2)C)O)O. Cell line: SK-MEL-2. Synergy scores: CSS=16.2, Synergy_ZIP=-5.40, Synergy_Bliss=-0.0248, Synergy_Loewe=-9.51, Synergy_HSA=-1.38. (8) Drug 1: CC1=C2C(C(=O)C3(C(CC4C(C3C(C(C2(C)C)(CC1OC(=O)C(C(C5=CC=CC=C5)NC(=O)OC(C)(C)C)O)O)OC(=O)C6=CC=CC=C6)(CO4)OC(=O)C)OC)C)OC. Drug 2: CC1=C(N=C(N=C1N)C(CC(=O)N)NCC(C(=O)N)N)C(=O)NC(C(C2=CN=CN2)OC3C(C(C(C(O3)CO)O)O)OC4C(C(C(C(O4)CO)O)OC(=O)N)O)C(=O)NC(C)C(C(C)C(=O)NC(C(C)O)C(=O)NCCC5=NC(=CS5)C6=NC(=CS6)C(=O)NCCC[S+](C)C)O. Cell line: KM12. Synergy scores: CSS=34.8, Synergy_ZIP=-4.33, Synergy_Bliss=-6.98, Synergy_Loewe=-12.8, Synergy_HSA=-4.66.